From a dataset of NCI-60 drug combinations with 297,098 pairs across 59 cell lines. Regression. Given two drug SMILES strings and cell line genomic features, predict the synergy score measuring deviation from expected non-interaction effect. (1) Drug 1: CC1CCC2CC(C(=CC=CC=CC(CC(C(=O)C(C(C(=CC(C(=O)CC(OC(=O)C3CCCCN3C(=O)C(=O)C1(O2)O)C(C)CC4CCC(C(C4)OC)O)C)C)O)OC)C)C)C)OC. Synergy scores: CSS=6.44, Synergy_ZIP=6.11, Synergy_Bliss=9.71, Synergy_Loewe=5.71, Synergy_HSA=7.48. Cell line: T-47D. Drug 2: CC1=C2C(C(=O)C3(C(CC4C(C3C(C(C2(C)C)(CC1OC(=O)C(C(C5=CC=CC=C5)NC(=O)OC(C)(C)C)O)O)OC(=O)C6=CC=CC=C6)(CO4)OC(=O)C)O)C)O. (2) Drug 1: CCCS(=O)(=O)NC1=C(C(=C(C=C1)F)C(=O)C2=CNC3=C2C=C(C=N3)C4=CC=C(C=C4)Cl)F. Drug 2: CC1CCC2CC(C(=CC=CC=CC(CC(C(=O)C(C(C(=CC(C(=O)CC(OC(=O)C3CCCCN3C(=O)C(=O)C1(O2)O)C(C)CC4CCC(C(C4)OC)O)C)C)O)OC)C)C)C)OC. Cell line: SK-MEL-28. Synergy scores: CSS=51.4, Synergy_ZIP=6.28, Synergy_Bliss=6.33, Synergy_Loewe=11.5, Synergy_HSA=11.9. (3) Drug 1: CC1=C(C=C(C=C1)C(=O)NC2=CC(=CC(=C2)C(F)(F)F)N3C=C(N=C3)C)NC4=NC=CC(=N4)C5=CN=CC=C5. Drug 2: CC12CCC3C(C1CCC2O)C(CC4=C3C=CC(=C4)O)CCCCCCCCCS(=O)CCCC(C(F)(F)F)(F)F. Cell line: MALME-3M. Synergy scores: CSS=4.50, Synergy_ZIP=1.11, Synergy_Bliss=1.91, Synergy_Loewe=3.73, Synergy_HSA=-0.190. (4) Drug 1: C1=C(C(=O)NC(=O)N1)N(CCCl)CCCl. Drug 2: C1C(C(OC1N2C=NC(=NC2=O)N)CO)O. Cell line: SNB-75. Synergy scores: CSS=-0.822, Synergy_ZIP=-5.81, Synergy_Bliss=-11.4, Synergy_Loewe=-15.7, Synergy_HSA=-15.2. (5) Drug 1: COC1=CC(=CC(=C1O)OC)C2C3C(COC3=O)C(C4=CC5=C(C=C24)OCO5)OC6C(C(C7C(O6)COC(O7)C8=CC=CS8)O)O. Drug 2: CCN(CC)CCCC(C)NC1=C2C=C(C=CC2=NC3=C1C=CC(=C3)Cl)OC. Cell line: HCT116. Synergy scores: CSS=56.4, Synergy_ZIP=3.34, Synergy_Bliss=4.60, Synergy_Loewe=-3.17, Synergy_HSA=8.02. (6) Drug 1: CC1=CC2C(CCC3(C2CCC3(C(=O)C)OC(=O)C)C)C4(C1=CC(=O)CC4)C. Drug 2: C1=CC=C(C=C1)NC(=O)CCCCCCC(=O)NO. Cell line: T-47D. Synergy scores: CSS=15.9, Synergy_ZIP=-4.55, Synergy_Bliss=-1.15, Synergy_Loewe=3.52, Synergy_HSA=3.54.